From a dataset of Full USPTO retrosynthesis dataset with 1.9M reactions from patents (1976-2016). Predict the reactants needed to synthesize the given product. (1) The reactants are: [C:1]([NH:8][C@H:9]([C:18]([OH:20])=O)[CH2:10][C:11]1[CH:16]=[CH:15][CH:14]=[C:13]([F:17])[CH:12]=1)([O:3][C:4]([CH3:7])([CH3:6])[CH3:5])=[O:2].C1N=C[N:23]([C:26](N2C=NC=C2)=[O:27])C=1.[C:33](=O)=O.Cl.CNOC.C(N(CC)CC)C.C(O)(=O)CC(CC(O)=O)(C(O)=O)O. Given the product [C:4]([O:3][C:1](=[O:2])[NH:8][C@H:9]([C:18](=[O:20])[NH:23][CH2:26][O:27][CH3:33])[CH2:10][C:11]1[CH:16]=[CH:15][CH:14]=[C:13]([F:17])[CH:12]=1)([CH3:5])([CH3:6])[CH3:7], predict the reactants needed to synthesize it. (2) Given the product [NH2:13][C:12]1[N:11]=[CH:10][N:9]=[C:8]2[N:4]([CH2:3][CH2:2][NH:1][C:30](=[O:31])[CH2:29][C:27]#[N:28])[N:5]=[C:6]([C:14]3[CH:19]=[CH:18][C:17]([O:20][C:21]4[CH:26]=[CH:25][CH:24]=[CH:23][CH:22]=4)=[CH:16][CH:15]=3)[C:7]=12, predict the reactants needed to synthesize it. The reactants are: [NH2:1][CH2:2][CH2:3][N:4]1[C:8]2=[N:9][CH:10]=[N:11][C:12]([NH2:13])=[C:7]2[C:6]([C:14]2[CH:19]=[CH:18][C:17]([O:20][C:21]3[CH:26]=[CH:25][CH:24]=[CH:23][CH:22]=3)=[CH:16][CH:15]=2)=[N:5]1.[C:27]([CH2:29][C:30](O)=[O:31])#[N:28].C(O)(C(F)(F)F)=O.O. (3) Given the product [C:24]([C:28]1[CH:33]=[CH:32][C:31]([NH:34][C:35](=[O:36])[NH:1][C@@H:2]([C:4]2[CH:9]=[CH:8][C:7]([NH:10][S:11]([CH3:14])(=[O:13])=[O:12])=[C:6]([CH:15]=[CH2:16])[CH:5]=2)[CH3:3])=[CH:30][CH:29]=1)([CH3:27])([CH3:25])[CH3:26], predict the reactants needed to synthesize it. The reactants are: [NH2:1][CH:2]([C:4]1[CH:9]=[CH:8][C:7]([NH:10][S:11]([CH3:14])(=[O:13])=[O:12])=[C:6]([CH:15]=[CH2:16])[CH:5]=1)[CH3:3].C(N(CC)CC)C.[C:24]([C:28]1[CH:33]=[CH:32][C:31]([N:34]=[C:35]=[O:36])=[CH:30][CH:29]=1)([CH3:27])([CH3:26])[CH3:25]. (4) Given the product [C:29]([NH:21][C:20]1[NH:19][C:17](=[O:18])[C:16]2[N:15]=[CH:14][N:13]([C:23]=2[N:22]=1)[C@@H:6]1[O:7][C@H:8]([CH2:11][OH:12])[C@@H:9]([OH:10])[C@H:5]1[O:4][CH2:1][CH2:2][CH3:3])(=[O:33])[CH:30]([CH3:32])[CH3:31], predict the reactants needed to synthesize it. The reactants are: [CH2:1]([O:4][C@@H:5]1[C@H:9]([OH:10])[C@@H:8]([CH2:11][OH:12])[O:7][C@H:6]1[N:13]1[C:23]2[N:22]=[C:20]([NH2:21])[NH:19][C:17](=[O:18])[C:16]=2[N:15]=[CH:14]1)[CH2:2][CH3:3].C[Si](Cl)(C)C.[C:29](Cl)(=[O:33])[CH:30]([CH3:32])[CH3:31].[NH4+].[OH-]. (5) The reactants are: [NH2:1][CH:2]1[CH2:7][CH2:6][N:5]([CH2:8][CH2:9][N:10]2[C:19]3[C:14](=[CH:15][CH:16]=[C:17]([F:20])[CH:18]=3)[N:13]=[CH:12][C:11]2=[O:21])[CH2:4][CH2:3]1.[F:22][C:23]1[CH:24]=[C:25]2[C:29](=[CH:30][CH:31]=1)[NH:28][C:27]([C:32](O)=[O:33])=[CH:26]2.CN(C)CCCN=C=NCC.O.ON1C2C=CC=CC=2N=N1. Given the product [F:22][C:23]1[CH:24]=[C:25]2[C:29](=[CH:30][CH:31]=1)[NH:28][C:27]([C:32]([NH:1][CH:2]1[CH2:3][CH2:4][N:5]([CH2:8][CH2:9][N:10]3[C:19]4[C:14](=[CH:15][CH:16]=[C:17]([F:20])[CH:18]=4)[N:13]=[CH:12][C:11]3=[O:21])[CH2:6][CH2:7]1)=[O:33])=[CH:26]2, predict the reactants needed to synthesize it. (6) Given the product [Cl:21][C:8]1[CH:9]=[C:10]([NH:11][C:12]2[CH:17]=[CH:16][C:15]([O:18][CH2:19][CH3:20])=[CH:14][CH:13]=2)[C:5]2[N:6]([C:2]([C:22]#[N:23])=[CH:3][N:4]=2)[N:7]=1, predict the reactants needed to synthesize it. The reactants are: Br[C:2]1[N:6]2[N:7]=[C:8]([Cl:21])[CH:9]=[C:10]([NH:11][C:12]3[CH:17]=[CH:16][C:15]([O:18][CH2:19][CH3:20])=[CH:14][CH:13]=3)[C:5]2=[N:4][CH:3]=1.[CH3:22][N:23](C=O)C. (7) Given the product [F:8][C:9]1[CH:10]=[C:11]2[C:15](=[CH:16][CH:17]=1)[NH:14][CH:13]=[C:12]2[C:25](=[O:26])[CH:33]([NH:32][C:31]1[CH:42]=[CH:43][CH:44]=[C:29]([O:28][CH3:27])[CH:30]=1)[C:34]1[CH:39]=[N:38][C:37]([O:40][CH3:41])=[CH:36][N:35]=1, predict the reactants needed to synthesize it. The reactants are: C(N(CC)CC)C.[F:8][C:9]1[CH:10]=[C:11]2[C:15](=[CH:16][CH:17]=1)[N:14](C(OC(C)(C)C)=O)[CH:13]=[C:12]2[CH:25]=[O:26].[CH3:27][O:28][C:29]1[CH:30]=[C:31]([CH:42]=[CH:43][CH:44]=1)[N:32]=[CH:33][C:34]1[CH:39]=[N:38][C:37]([O:40][CH3:41])=[CH:36][N:35]=1.